From a dataset of Forward reaction prediction with 1.9M reactions from USPTO patents (1976-2016). Predict the product of the given reaction. (1) Given the reactants C1(C)C=CC(S(O)(=O)=O)=CC=1.CN(C)C1C=CC=CN=1.[CH3:21][C:22]1[CH2:27][CH2:26][CH:25]([C:28]([OH:30])=[O:29])[CH2:24][CH:23]=1.C1(C)C=C(C)C=C(C)C=1, predict the reaction product. The product is: [CH3:21][C:22]1[CH:23]=[CH:24][C:25]([C:28]([OH:30])=[O:29])=[CH:26][CH:27]=1. (2) The product is: [CH:30]1([C:26]2[CH:27]=[C:28]([CH3:29])[C:23]([N:20]3[CH2:19][CH2:18][N:17]([C:15]([C:12]4[CH:11]=[CH:10][C:9]([N:2]5[CH2:3][CH2:4][CH2:5][S:1]5(=[O:7])=[O:6])=[CH:14][N:13]=4)=[O:16])[CH2:22][CH2:21]3)=[N:24][CH:25]=2)[CH2:31][CH2:32]1. Given the reactants [S:1]1(=[O:7])(=[O:6])[CH2:5][CH2:4][CH2:3][NH:2]1.Br[C:9]1[CH:10]=[CH:11][C:12]([C:15]([N:17]2[CH2:22][CH2:21][N:20]([C:23]3[C:28]([CH3:29])=[CH:27][C:26]([CH:30]4[CH2:32][CH2:31]4)=[CH:25][N:24]=3)[CH2:19][CH2:18]2)=[O:16])=[N:13][CH:14]=1, predict the reaction product. (3) Given the reactants [Cl:1][C:2]1[CH:3]=[C:4]([C@@H:8]2[C@@H:13]([C:14]3[CH:19]=[CH:18][C:17]([Cl:20])=[CH:16][CH:15]=3)[N:12]([C@@H:21]([CH2:26][CH3:27])[C@@H:22]([O:24][CH3:25])[CH3:23])[C:11](=[O:28])[C@:10]([CH2:30][C:31]([O:33]C)=[O:32])([CH3:29])[CH2:9]2)[CH:5]=[CH:6][CH:7]=1.[OH-].[Li+], predict the reaction product. The product is: [Cl:1][C:2]1[CH:3]=[C:4]([C@@H:8]2[C@@H:13]([C:14]3[CH:19]=[CH:18][C:17]([Cl:20])=[CH:16][CH:15]=3)[N:12]([C@@H:21]([CH2:26][CH3:27])[C@@H:22]([O:24][CH3:25])[CH3:23])[C:11](=[O:28])[C@:10]([CH2:30][C:31]([OH:33])=[O:32])([CH3:29])[CH2:9]2)[CH:5]=[CH:6][CH:7]=1. (4) Given the reactants CS(O[CH2:6][CH2:7][CH2:8][C:9]#[CH:10])(=O)=O.[N:11]1[CH:16]=[CH:15][CH:14]=[CH:13][C:12]=1[N:17]1[CH2:22][CH2:21][NH:20][CH2:19][CH2:18]1.C(N(C(C)C)CC)(C)C, predict the reaction product. The product is: [CH2:6]([N:20]1[CH2:21][CH2:22][N:17]([C:12]2[CH:13]=[CH:14][CH:15]=[CH:16][N:11]=2)[CH2:18][CH2:19]1)[CH2:7][CH2:8][C:9]#[CH:10]. (5) Given the reactants [Cl:1]Cl.[F:3][C:4]1[CH:9]=[CH:8][C:7]([C:10]2[S:14][C:13]([CH3:15])=[N:12][C:11]=2[C:16]([N:18]2[CH2:23][CH2:22][CH2:21][CH2:20][CH:19]2[CH2:24][C:25]2[O:33][C:32]3[C:27](=[N:28][CH:29]=[CH:30][CH:31]=3)[CH:26]=2)=[O:17])=[CH:6][CH:5]=1, predict the reaction product. The product is: [Cl:1][C:26]1[C:27]2=[N:28][CH:29]=[CH:30][CH:31]=[C:32]2[O:33][C:25]=1[CH2:24][CH:19]1[CH2:20][CH2:21][CH2:22][CH2:23][N:18]1[C:16]([C:11]1[N:12]=[C:13]([CH3:15])[S:14][C:10]=1[C:7]1[CH:6]=[CH:5][C:4]([F:3])=[CH:9][CH:8]=1)=[O:17]. (6) Given the reactants [OH:1][CH2:2][CH2:3][N:4]1[CH2:9][CH2:8][C@@H:7]([NH:10][C:11](=[O:17])[O:12][C:13]([CH3:16])([CH3:15])[CH3:14])[C@@H:6]([O:18][CH3:19])[CH2:5]1.C(N(CC)CC)C.[CH3:27][S:28](Cl)(=[O:30])=[O:29], predict the reaction product. The product is: [CH3:27][S:28]([O:1][CH2:2][CH2:3][N:4]1[CH2:9][CH2:8][C@@H:7]([NH:10][C:11]([O:12][C:13]([CH3:14])([CH3:15])[CH3:16])=[O:17])[C@@H:6]([O:18][CH3:19])[CH2:5]1)(=[O:30])=[O:29].